Dataset: Peptide-MHC class I binding affinity with 185,985 pairs from IEDB/IMGT. Task: Regression. Given a peptide amino acid sequence and an MHC pseudo amino acid sequence, predict their binding affinity value. This is MHC class I binding data. (1) The peptide sequence is WTLVVLLI. The MHC is HLA-A68:01 with pseudo-sequence HLA-A68:01. The binding affinity (normalized) is 0. (2) The peptide sequence is SDRLHHDPL. The MHC is HLA-B15:09 with pseudo-sequence HLA-B15:09. The binding affinity (normalized) is 0.0847. (3) The peptide sequence is LRIVIYIVQ. The MHC is Mamu-B03 with pseudo-sequence Mamu-B03. The binding affinity (normalized) is 0.137. (4) The peptide sequence is IIVDSQYVM. The MHC is HLA-B53:01 with pseudo-sequence HLA-B53:01. The binding affinity (normalized) is 0.152. (5) The peptide sequence is KQFKQDAKY. The MHC is BoLA-D18.4 with pseudo-sequence BoLA-D18.4. The binding affinity (normalized) is 0.471. (6) The peptide sequence is LIANIFTPLV. The MHC is HLA-A68:02 with pseudo-sequence HLA-A68:02. The binding affinity (normalized) is 0.730.